Predict the product of the given reaction. From a dataset of Forward reaction prediction with 1.9M reactions from USPTO patents (1976-2016). (1) The product is: [F:47][CH:17]([F:16])[C:18]([N:20]1[C@H:24]([CH2:25][F:26])[C@@H:23]([C:27]2[CH:28]=[CH:29][C:30]([C:33]3[CH:38]=[N:37][C:36]([CH2:39][NH:6][CH2:5][CH2:4][CH2:3][F:2])=[CH:35][CH:34]=3)=[CH:31][CH:32]=2)[O:22][C:21]1([CH3:45])[CH3:46])=[O:19]. Given the reactants Cl.[F:2][CH2:3][CH2:4][CH2:5][NH2:6].C(N(C(C)C)CC)(C)C.[F:16][CH:17]([F:47])[C:18]([N:20]1[C@H:24]([CH2:25][F:26])[C@@H:23]([C:27]2[CH:32]=[CH:31][C:30]([C:33]3[CH:34]=[CH:35][C:36]([CH2:39]OS(C)(=O)=O)=[N:37][CH:38]=3)=[CH:29][CH:28]=2)[O:22][C:21]1([CH3:46])[CH3:45])=[O:19], predict the reaction product. (2) Given the reactants [CH3:1][O:2][C:3]1[CH:12]=[C:11]2[C:6]([CH:7]=[CH:8][CH:9]=[N:10]2)=[CH:5][C:4]=1[N+:13]([O-])=O.[Cl-].[NH4+], predict the reaction product. The product is: [CH3:1][O:2][C:3]1[CH:12]=[C:11]2[C:6]([CH:7]=[CH:8][CH:9]=[N:10]2)=[CH:5][C:4]=1[NH2:13]. (3) The product is: [CH3:1][O:2][C:3](=[O:55])[C@@H:4]([NH:20][C:21]([C@@H:23]1[CH2:36][C:35]2[CH:34]=[C:33]3[C:28]([O:29][C@H:30]([C:39]4[CH:40]=[CH:41][C:42]([O:45][CH2:60][C:59]5[CH:62]=[CH:63][C:64]([Cl:65])=[C:57]([Cl:56])[CH:58]=5)=[CH:43][CH:44]=4)[C:31](=[O:38])[N:32]3[CH3:37])=[CH:27][C:26]=2[CH2:25][N:24]1[C@H:46]([C:49]1[CH:50]=[CH:51][CH:52]=[CH:53][CH:54]=1)[CH2:47][CH3:48])=[O:22])[CH2:5][C:6]1[CH:11]=[CH:10][C:9]([C:12]2[CH:13]=[CH:14][C:15]([C:18]#[N:19])=[CH:16][CH:17]=2)=[CH:8][CH:7]=1. Given the reactants [CH3:1][O:2][C:3](=[O:55])[C@@H:4]([NH:20][C:21]([C@@H:23]1[CH2:36][C:35]2[CH:34]=[C:33]3[C:28]([O:29][C@H:30]([C:39]4[CH:44]=[CH:43][C:42]([OH:45])=[CH:41][CH:40]=4)[C:31](=[O:38])[N:32]3[CH3:37])=[CH:27][C:26]=2[CH2:25][N:24]1[C@H:46]([C:49]1[CH:54]=[CH:53][CH:52]=[CH:51][CH:50]=1)[CH2:47][CH3:48])=[O:22])[CH2:5][C:6]1[CH:11]=[CH:10][C:9]([C:12]2[CH:17]=[CH:16][C:15]([C:18]#[N:19])=[CH:14][CH:13]=2)=[CH:8][CH:7]=1.[Cl:56][C:57]1[CH:58]=[C:59]([CH:62]=[CH:63][C:64]=1[Cl:65])[CH2:60]Br.C(=O)([O-])[O-].[K+].[K+].C(=O)(O)[O-].[Na+], predict the reaction product. (4) Given the reactants [I:1][CH2:2][C:3]1[N:4]=C(C2C=CC(C)=CC=2)O[C:7]=1[C:8]1[CH:13]=CC=C[CH:9]=1.CC(C)C(=O)C(=NO)C.[F:30][C:31]([F:41])([F:40])[C:32]1[CH:39]=[CH:38][C:35]([CH:36]=[O:37])=[CH:34][CH:33]=1, predict the reaction product. The product is: [I:1][CH2:2][C:3]1[N:4]=[C:36]([C:35]2[CH:38]=[CH:39][C:32]([C:31]([F:40])([F:41])[F:30])=[CH:33][CH:34]=2)[O:37][C:7]=1[CH:8]([CH3:13])[CH3:9].